This data is from NCI-60 drug combinations with 297,098 pairs across 59 cell lines. The task is: Regression. Given two drug SMILES strings and cell line genomic features, predict the synergy score measuring deviation from expected non-interaction effect. (1) Drug 1: C1=CC(=CC=C1C#N)C(C2=CC=C(C=C2)C#N)N3C=NC=N3. Drug 2: CC1=C2C(C(=O)C3(C(CC4C(C3C(C(C2(C)C)(CC1OC(=O)C(C(C5=CC=CC=C5)NC(=O)OC(C)(C)C)O)O)OC(=O)C6=CC=CC=C6)(CO4)OC(=O)C)O)C)O. Cell line: OVCAR-8. Synergy scores: CSS=-0.588, Synergy_ZIP=5.37, Synergy_Bliss=5.56, Synergy_Loewe=-12.0, Synergy_HSA=-13.2. (2) Drug 1: CC1=CC=C(C=C1)C2=CC(=NN2C3=CC=C(C=C3)S(=O)(=O)N)C(F)(F)F. Drug 2: C1=NC2=C(N=C(N=C2N1C3C(C(C(O3)CO)O)F)Cl)N. Cell line: MDA-MB-435. Synergy scores: CSS=6.96, Synergy_ZIP=-1.70, Synergy_Bliss=2.54, Synergy_Loewe=-2.65, Synergy_HSA=1.71. (3) Drug 1: C1=CC=C(C=C1)NC(=O)CCCCCCC(=O)NO. Drug 2: C(=O)(N)NO. Cell line: SNB-75. Synergy scores: CSS=13.5, Synergy_ZIP=-3.28, Synergy_Bliss=-2.08, Synergy_Loewe=-24.1, Synergy_HSA=-1.36.